Dataset: Peptide-MHC class II binding affinity with 134,281 pairs from IEDB. Task: Regression. Given a peptide amino acid sequence and an MHC pseudo amino acid sequence, predict their binding affinity value. This is MHC class II binding data. (1) The peptide sequence is PRTKYTATISGLKPG. The MHC is HLA-DQA10501-DQB10201 with pseudo-sequence HLA-DQA10501-DQB10201. The binding affinity (normalized) is 0.409. (2) The peptide sequence is NSFTAPNESYKKQVT. The MHC is HLA-DPA10201-DPB11401 with pseudo-sequence HLA-DPA10201-DPB11401. The binding affinity (normalized) is 0.0720.